Dataset: Catalyst prediction with 721,799 reactions and 888 catalyst types from USPTO. Task: Predict which catalyst facilitates the given reaction. (1) Reactant: O[CH2:2][C@H:3]([NH:10][C:11]([C:13]1[CH:17]=[C:16]([CH3:18])[N:15]([CH2:19][C:20]2[CH:25]=[CH:24][C:23]([CH3:26])=[CH:22][CH:21]=2)[N:14]=1)=[O:12])[C:4]1[CH:9]=[CH:8][CH:7]=[CH:6][CH:5]=1.[OH-].C(NS([N+](CC)(CC)CC)(=O)=O)(OC)=O. Product: [CH3:18][C:16]1[N:15]([CH2:19][C:20]2[CH:21]=[CH:22][C:23]([CH3:26])=[CH:24][CH:25]=2)[N:14]=[C:13]([C:11]2[O:12][CH2:2][CH:3]([C:4]3[CH:9]=[CH:8][CH:7]=[CH:6][CH:5]=3)[N:10]=2)[CH:17]=1. The catalyst class is: 20. (2) The catalyst class is: 5. Product: [ClH:22].[F:15][C:16]1[CH:26]=[C:25]([F:27])[CH:24]=[CH:23][C:17]=1/[CH:18]=[CH:19]/[C:20]1[N:7]([C:2]2[CH:3]=[CH:4][CH:5]=[CH:6][N:1]=2)[C:8]2[CH:13]=[CH:12][CH:11]=[CH:10][C:9]=2[N:14]=1. Reactant: [N:1]1[CH:6]=[CH:5][CH:4]=[CH:3][C:2]=1[NH:7][C:8]1[CH:13]=[CH:12][CH:11]=[CH:10][C:9]=1[NH2:14].[F:15][C:16]1[CH:26]=[C:25]([F:27])[CH:24]=[CH:23][C:17]=1/[CH:18]=[CH:19]/[C:20]([Cl:22])=O.N1C=CC=CC=1N1C2C=CC=CC=2N=C1/C=C/C1C=CC=CC=1.Cl. (3) Reactant: [C:1](=O)([O:32]C1C=CC([N+]([O-])=O)=CC=1)[O:2][CH2:3][C:4](=[C:13]1[CH2:16][N:15]([CH:17]([C:25]2[CH:30]=[CH:29][C:28]([Cl:31])=[CH:27][CH:26]=2)[C:18]2[CH:23]=[CH:22][C:21]([Cl:24])=[CH:20][CH:19]=2)[CH2:14]1)[C:5]1[CH:10]=[C:9]([F:11])[CH:8]=[C:7]([F:12])[CH:6]=1.[CH:43]([NH2:46])([CH3:45])[CH3:44]. Product: [CH:43]([NH:46][C:1](=[O:32])[O:2][CH2:3][C:4](=[C:13]1[CH2:16][N:15]([CH:17]([C:18]2[CH:19]=[CH:20][C:21]([Cl:24])=[CH:22][CH:23]=2)[C:25]2[CH:30]=[CH:29][C:28]([Cl:31])=[CH:27][CH:26]=2)[CH2:14]1)[C:5]1[CH:10]=[C:9]([F:11])[CH:8]=[C:7]([F:12])[CH:6]=1)([CH3:45])[CH3:44]. The catalyst class is: 2. (4) Reactant: [C:1]([O:5][C:6]([NH:8][C@@H:9]([C:20]([OH:22])=O)[CH2:10][C:11]1[CH:16]=[CH:15][C:14]([O:17][CH2:18][CH3:19])=[CH:13][CH:12]=1)=[O:7])([CH3:4])([CH3:3])[CH3:2].CCN(C(C)C)C(C)C.Cl.[CH3:33][O:34][C:35]1[CH:36]=[C:37]([C:43]2[C@@H:52]3[C@@H:47]([CH2:48][CH2:49][CH2:50][CH2:51]3)[C:46](=[O:53])[N:45]([CH:54]3[CH2:59][CH2:58][NH:57][CH2:56][CH2:55]3)[N:44]=2)[CH:38]=[CH:39][C:40]=1[O:41][CH3:42].CCOC(C(C#N)=NOC(N1CCOCC1)=[N+](C)C)=O.F[P-](F)(F)(F)(F)F.C(=O)(O)[O-].[Na+]. Product: [CH3:33][O:34][C:35]1[CH:36]=[C:37]([C:43]2[C@@H:52]3[C@@H:47]([CH2:48][CH2:49][CH2:50][CH2:51]3)[C:46](=[O:53])[N:45]([CH:54]3[CH2:55][CH2:56][N:57]([C:20](=[O:22])[C@H:9]([NH:8][C:6](=[O:7])[O:5][C:1]([CH3:2])([CH3:3])[CH3:4])[CH2:10][C:11]4[CH:12]=[CH:13][C:14]([O:17][CH2:18][CH3:19])=[CH:15][CH:16]=4)[CH2:58][CH2:59]3)[N:44]=2)[CH:38]=[CH:39][C:40]=1[O:41][CH3:42]. The catalyst class is: 2. (5) Reactant: [H-].[Li+].[Al+3].[H-].[H-].[H-].[CH:7]1([NH:10][C:11](=O)[CH2:12][C:13]2[CH:18]=[CH:17][C:16]([F:19])=[CH:15][CH:14]=2)[CH2:9][CH2:8]1.O.[OH-].[Na+]. Product: [CH:7]1([NH:10][CH2:11][CH2:12][C:13]2[CH:14]=[CH:15][C:16]([F:19])=[CH:17][CH:18]=2)[CH2:9][CH2:8]1. The catalyst class is: 7. (6) Reactant: [CH2:1]([C:8]1[CH:13]=[CH:12][C:11]([N:14]2[CH2:19][CH2:18][CH:17]([CH2:20][C:21]3[N:26]=[C:25]([C:27]([NH:29][CH2:30][C:31]([O:33][CH2:34][CH3:35])=[O:32])=[O:28])[C:24]([OH:36])=[C:23]([CH3:37])[N:22]=3)[CH2:16][CH2:15]2)=[CH:10][CH:9]=1)[C:2]1[CH:7]=[CH:6][CH:5]=[CH:4][CH:3]=1.[Br:38]N1C(=O)CCC1=O.C(=O)([O-])O.[Na+]. Product: [CH2:1]([C:8]1[CH:9]=[CH:10][C:11]([N:14]2[CH2:19][CH2:18][CH:17]([CH2:20][C:21]3[N:26]=[C:25]([C:27]([NH:29][CH2:30][C:31]([O:33][CH2:34][CH3:35])=[O:32])=[O:28])[C:24]([OH:36])=[C:23]([CH3:37])[N:22]=3)[CH2:16][CH2:15]2)=[C:12]([Br:38])[CH:13]=1)[C:2]1[CH:7]=[CH:6][CH:5]=[CH:4][CH:3]=1. The catalyst class is: 9. (7) Reactant: [NH2:1][CH2:2][CH:3]1[CH2:8][CH2:7][C:6]2[C:9]3[C:14]([NH:15][C:16]4[CH:17]=[C:18]5[C:22](=[CH:23][CH:24]=4)[NH:21][N:20]=[CH:19]5)=[N:13][CH:12]=[N:11][C:10]=3[S:25][C:5]=2[CH2:4]1.[OH:26][CH:27]([CH3:31])[C:28](O)=[O:29].F[P-](F)(F)(F)(F)F.CN(C(=[N+](C)C)ON1C2=NC=CC=C2N=N1)C. Product: [OH:26][CH:27]([CH3:31])[C:28]([NH:1][CH2:2][CH:3]1[CH2:8][CH2:7][C:6]2[C:9]3[C:14]([NH:15][C:16]4[CH:17]=[C:18]5[C:22](=[CH:23][CH:24]=4)[NH:21][N:20]=[CH:19]5)=[N:13][CH:12]=[N:11][C:10]=3[S:25][C:5]=2[CH2:4]1)=[O:29]. The catalyst class is: 468. (8) The catalyst class is: 20. Product: [CH2:3]([NH:7][C:8]1[CH:17]=[CH:16][C:15]([F:18])=[CH:14][C:9]=1[C:10]([OH:12])=[O:11])[CH2:4][CH2:5][CH3:6]. Reactant: [OH-].[Li+].[CH2:3]([NH:7][C:8]1[CH:17]=[CH:16][C:15]([F:18])=[CH:14][C:9]=1[C:10]([O:12]C)=[O:11])[CH2:4][CH2:5][CH3:6].